From a dataset of NCI-60 drug combinations with 297,098 pairs across 59 cell lines. Regression. Given two drug SMILES strings and cell line genomic features, predict the synergy score measuring deviation from expected non-interaction effect. (1) Drug 1: C1=NC2=C(N1)C(=S)N=C(N2)N. Drug 2: C1=NC2=C(N=C(N=C2N1C3C(C(C(O3)CO)O)F)Cl)N. Cell line: SK-MEL-2. Synergy scores: CSS=23.2, Synergy_ZIP=-8.80, Synergy_Bliss=-11.8, Synergy_Loewe=-14.4, Synergy_HSA=-9.45. (2) Drug 1: CN1CCC(CC1)COC2=C(C=C3C(=C2)N=CN=C3NC4=C(C=C(C=C4)Br)F)OC. Drug 2: CC1=C(N=C(N=C1N)C(CC(=O)N)NCC(C(=O)N)N)C(=O)NC(C(C2=CN=CN2)OC3C(C(C(C(O3)CO)O)O)OC4C(C(C(C(O4)CO)O)OC(=O)N)O)C(=O)NC(C)C(C(C)C(=O)NC(C(C)O)C(=O)NCCC5=NC(=CS5)C6=NC(=CS6)C(=O)NCCC[S+](C)C)O. Cell line: HOP-62. Synergy scores: CSS=3.82, Synergy_ZIP=-15.2, Synergy_Bliss=-30.8, Synergy_Loewe=-44.3, Synergy_HSA=-30.6.